From a dataset of Experimentally validated miRNA-target interactions with 360,000+ pairs, plus equal number of negative samples. Binary Classification. Given a miRNA mature sequence and a target amino acid sequence, predict their likelihood of interaction. (1) The miRNA is hsa-miR-1295b-5p with sequence CACCCAGAUCUGCGGCCUAAU. The protein sequence of the target gene is MTSGPFFFCIFIIGKYFTLGSAQDVSCPLGSFPCGNMSRCLPQLLHCNGVDDCGNRADEDHCGDNNGWSLQLDKYFANYYKLASTNSFEAETSECLVGSVPMHCLCRDLELDCDEANLRAVPSVSSNVTVMSLQRNFIRTLPPNGFRKYHELQKLCLQNNRIHSVSVSAFRGLRSLTKLYLSHNRITFLKPGVFEDLHRLEWLIIEDNHLSRISPLTFYGLNSLILLVLMNNALTRLPDKPLCQHMPRLHWLDFEGNRIHNLRNLTFISCNNLTVLVMRKNKINYLNEHAFTHLQKLDEL.... Result: 0 (no interaction). (2) Result: 1 (interaction). The miRNA is hsa-miR-3135b with sequence GGCUGGAGCGAGUGCAGUGGUG. The protein sequence of the target gene is MISAPDVVAFTKEEEYEEEPYNEPALPEEYSVPLFPFASQGANPWSKLSGAKFSRDFILISEFSEQVGPQPLLTIPNDTKVFGTFDLNYFSLRIMSVDYQASFVGHPPGSAYPKLNFVEDSKVVLGDSKEGAFAYVHHLTLYDLEARGFVRPFCMAYISADQHKIMQQFQELSAEFSRASECLKTGNRKAFAGELEKKLKDLDYTRTVLHTETEIQKKANDKGFYSSQAIEKANELASVEKSIIEHQDLLKQIRSYPHRKLKGHDLCPGEMEHIQDQASQASTTSNPDESADTDLYTCRP.... (3) The miRNA is hsa-miR-3672 with sequence AUGAGACUCAUGUAAAACAUCUU. The protein sequence of the target gene is MEAMAASTSLPDPGDFDRNVPRICGVCGDRATGFHFNAMTCEGCKGFFRRSMKRKALFTCPFNGDCRITKDNRRHCQACRLKRCVDIGMMKEFILTDEEVQRKREMIMKRKEEEALKDSLRPKLSEEQQHIIAILLDAHHKTYDPTYADFRDFRPPIRADVSTGSYSPRPTLSFSGDSSSNSDLYTPSLDMMEPASFSTMDLNEEGSDDPSVTLDLSPLSMLPHLADLVSYSIQKVIGFAKMIPGFRDLTSDDQIVLLKSSAIEVIMLRSNQSFTLDDMSWDCGSQDYKYDITDVSRAGH.... Result: 0 (no interaction). (4) The miRNA is hsa-miR-513b-5p with sequence UUCACAAGGAGGUGUCAUUUAU. The protein sequence of the target gene is MKITRQKHAKKHLGFFRNNFGVREPYQILLDGTFCQAALRGRIQLRDQLPRYLMGETQLCTTRCVLKELETLGKELYGAKLIAQKCQVRNCPHFKSPVSGSECLLSMVDEGNPHHYFVATQDQNLSVKVKRTPGIPLMFIIQNTIVLDKPSPRTVAFVKAVEAGQLVSVHEKQSIKQLKEEQGLVRNPDLRRRRRKKKKVGGPNPLSCLKKKKKAQDTKSPASEKKRKRKRIRNRSTLKVSSEQQGAEG. Result: 0 (no interaction). (5) The miRNA is hsa-miR-6834-3p with sequence UAUGUCCCAUCCCUCCAUCA. The protein sequence of the target gene is MKDCSNGCSAPFAGERGSEEVAETFRAKDLIITPATVLKEKPDPDSLVFGATFTDHMLTVEWSSASGWEKPHIKPFGNLPIHPAASVLHYAVELFEGLKAFRGVDNKIRLFRPDLNMDRMCRSAVRTTLPMFDKEELLKCILQLLQIDQEWVPYSTSASLYIRPTFIGTEPSLGVKKPSKALLFVILSPVGPYFSSGSFTPVSLWANPKYIRAWKGGTGDCKMGGNYGASLLAQCEAVENGCQQVLWLYGKDNQITEVGTMNLFLYWINEDGEEELATPPLDGIILPGVTRQSILELAQQ.... Result: 0 (no interaction). (6) The miRNA is rno-miR-122-5p with sequence UGGAGUGUGACAAUGGUGUUUG. The protein sequence of the target gene is MYDADEDMQYDEDDDEITPDLWQEACWIVISSYFDEKGLVRQQLDSFDEFIQMSVQRIVEDAPPIDLQAEAQHASGEVEEPPRYLLKFEQIYLSKPTHWERDGAPSPMMPNEARLRNLTYSAPLYVDITKTVIKEGEEQLQTQHQKTFIGKIPIMLRSTYCLLNGLTDRDLCELNECPLDPGGYFIINGSEKVLIAQEKMATNTVYVFAKKDSKYAYTGECRSCLENSSRPTSTIWVSMLARGGQGAKKSAIGQRIVATLPYIKQEVPIIIVFRALGFVSDRDILEHIIYDFEDPEMMEM.... Result: 0 (no interaction). (7) The miRNA is hsa-miR-6801-5p with sequence UGGUCAGAGGCAGCAGGAAAUGA. The protein sequence of the target gene is MQYSHHCEHLLERLNKQREAGFLCDCTIVIGEFQFKAHRNVLASFSEYFGAIYRSTSENNVFLDQSQVKADGFQKLLEFIYTGTLNLDSWNVKEIHQAADYLKVEEVVTKCKIKMEDFAFIANPSSTEISSITGNIELNQQTCLLTLRDYNNREKSEVSTDLIQANPKQGALAKKSSQTKKKKKAFNSPKTGQNKTVQYPSDILENASVELFLDANKLPTPVVEQVAQINDNSELELTSVVENTFPAQDIVHTVTVKRKRGKSQPNCALKEHSMSNIASVKSPYEAENSGEELDQRYSKA.... Result: 0 (no interaction). (8) The miRNA is bta-miR-145 with sequence GUCCAGUUUUCCCAGGAAUCCCU. The protein sequence of the target gene is MGNEASLEGEGLPEGLAAAAGGAGGSGSALHPGIPAGMEADLSQLSEEERRQIAAVMSRAQGLPKGSVPAAAAESPSMHRKQELDSSQAPQQPGKPPDPGRPPQHGLSKSRTTDTFRSEQKLPGRSPSTISLKESKSRTDFKEEYKSSMMPGFFSDVNPLSAVSSVVNKFNPFDLISDSEAVQEETTKKQKVAQKDQGKSEGITKPSLQQPSPKLIPKQQGPGKEVIPQDIPSKSVSSQQAEKTKPQAPGTAKPSQQSPAQTPAQQAKPVAQQPGPAKATVQQPGPAKSPAQPAGTGKSP.... Result: 0 (no interaction). (9) The miRNA is mmu-miR-155-5p with sequence UUAAUGCUAAUUGUGAUAGGGGU. The protein sequence of the target gene is MALLGNFLCCLLVAWLCGPGLGVPLAPADRAPAVGQFWHVTDLHLDPTYHITDDRTKVCASSKGANASNPGPFGDVLCDSPYQLILSAFDFIKNSGQEASFMIWTGDSPPHVPVPELSTGTVIKVITNMTMTVQNLFPNLQVFPALGNHDYWPQDQLPIVTSKVYSAVADLWKPWLGEEAISTLKKGGFYSQKVASNPGLRIISLNTNLYYGPNIMTLNKTDPANQFEWLENTLNSSLWNKEKVYIIAHVPVGYLPYATDTPAIRQYYNEKLLDIFRRYSSVIAGQFYGHTHRDSLMVLS.... Result: 0 (no interaction). (10) The miRNA is mmu-miR-409-5p with sequence AGGUUACCCGAGCAACUUUGCAU. The protein sequence of the target gene is MAVEELQSIIKRCQILEEQDFKEEDFGLFQLAGQRCIEEGHTDQLLEIIQNEKNKVIIKNMGWNLVGPVVRCLLCKDKEDSKRKVYFLIFDLLVKLCNPKELLLGLLELIEEPSGKQISQSILLLLQPLQTVIQKLHNKAYSIGLALSTLWNQLSLLPVPYSKEQIQMDDYGLCQCCKALIEFTKPFVEEVIDNKENSLENEKLKDELLKFCFKSLKCPLLTAQFFEQSEEGGNDPFRYFASEIIGFLSAIGHPFPKMIFNHGRKKRTWNYLEFEEEENKQLADSMASLAYLVFVQGIHI.... Result: 0 (no interaction).